This data is from Forward reaction prediction with 1.9M reactions from USPTO patents (1976-2016). The task is: Predict the product of the given reaction. Given the reactants [Br:1][C:2]1[CH:9]=[CH:8][C:5]([CH:6]=O)=[C:4]([F:10])[CH:3]=1.C(O)(=O)[CH2:12][C:13]([OH:15])=[O:14], predict the reaction product. The product is: [Br:1][C:2]1[CH:9]=[CH:8][C:5]([CH:6]=[CH:12][C:13]([OH:15])=[O:14])=[C:4]([F:10])[CH:3]=1.